From a dataset of Full USPTO retrosynthesis dataset with 1.9M reactions from patents (1976-2016). Predict the reactants needed to synthesize the given product. (1) Given the product [F:23][C:20]1[CH:21]=[CH:22][C:17]([NH:16][C:12]2[C:7]3[C:6]([CH3:15])=[C:5]([C:3]([O:2][CH3:1])=[O:4])[S:14][C:8]=3[N:9]=[CH:10][N:11]=2)=[C:18]([OH:24])[CH:19]=1, predict the reactants needed to synthesize it. The reactants are: [CH3:1][O:2][C:3]([C:5]1[S:14][C:8]2[N:9]=[CH:10][N:11]=[C:12](Cl)[C:7]=2[C:6]=1[CH3:15])=[O:4].[NH2:16][C:17]1[CH:22]=[CH:21][C:20]([F:23])=[CH:19][C:18]=1[OH:24].O.C1(C)C=CC(S(O)(=O)=O)=CC=1. (2) Given the product [NH2:4][C:5]1[CH:12]=[C:11]([N+:13]([O-:15])=[O:14])[CH:10]=[CH:9][C:6]=1[CH2:7][OH:8], predict the reactants needed to synthesize it. The reactants are: C([NH:4][C:5]1[CH:12]=[C:11]([N+:13]([O-:15])=[O:14])[CH:10]=[CH:9][C:6]=1[CH2:7][OH:8])(=O)C.Cl. (3) Given the product [C:1]([O:5][C:6]([N:8]1[CH2:15][CH2:14][C:11]([OH:13])([CH2:12][O:23][C:18]2[CH:19]=[CH:20][CH:21]=[CH:22][C:17]=2[CH3:16])[CH2:10][CH2:9]1)=[O:7])([CH3:4])([CH3:2])[CH3:3], predict the reactants needed to synthesize it. The reactants are: [C:1]([O:5][C:6]([N:8]1[CH2:15][CH2:14][C:11]2([O:13][CH2:12]2)[CH2:10][CH2:9]1)=[O:7])([CH3:4])([CH3:3])[CH3:2].[CH3:16][C:17]1[CH:22]=[CH:21][CH:20]=[CH:19][C:18]=1[OH:23].C(=O)([O-])[O-].[K+].[K+].O. (4) Given the product [Cl:21][C:22]1[CH:23]=[CH:24][C:25]([N:30]2[CH:34]=[N:33][N:32]=[N:31]2)=[C:26]([CH:29]=1)[CH2:27][NH:28][C:4]([C@@H:6]1[CH2:10][CH2:9][N:8]([C:11]([O:13][C:14]([CH3:15])([CH3:16])[CH3:17])=[O:12])[NH:7]1)=[O:5], predict the reactants needed to synthesize it. The reactants are: C(O[C:4]([C@@H:6]1[CH2:10][CH2:9][N:8]([C:11]([O:13][C:14]([CH3:17])([CH3:16])[CH3:15])=[O:12])[NH:7]1)=[O:5])C.[OH-].[Li+].Cl.[Cl:21][C:22]1[CH:23]=[CH:24][C:25]([N:30]2[CH:34]=[N:33][N:32]=[N:31]2)=[C:26]([CH:29]=1)[CH2:27][NH2:28].OC1C2N=NNC=2C=CC=1.C(Cl)CCl.C(N(CC)CC)C. (5) Given the product [O:32]=[C:9]1[C:10]2[CH:16]=[C:15]([C:17]3[CH:22]=[CH:21][N:20]=[C:19]([NH:23][C:24](=[O:31])[C:25]4[CH:26]=[CH:27][CH:28]=[CH:29][CH:30]=4)[N:18]=3)[NH:14][C:11]=2[CH2:12][CH2:13][NH:8]1, predict the reactants needed to synthesize it. The reactants are: C(OC([N:8]1[CH2:13][CH2:12][C:11]2[NH:14][C:15]([C:17]3[CH:22]=[CH:21][N:20]=[C:19]([NH:23][C:24](=[O:31])[C:25]4[CH:30]=[CH:29][CH:28]=[CH:27][CH:26]=4)[N:18]=3)=[CH:16][C:10]=2[C:9]1=[O:32])=O)(C)(C)C.Cl. (6) Given the product [NH:3]1[C:4]2[CH:9]=[CH:8][CH:7]=[CH:6][C:5]=2[N:1]=[C:2]1[CH2:10][C:11]([NH:29][C:28]1[CH:30]=[C:24]([CH:21]([CH3:22])[CH3:23])[CH:25]=[CH:26][C:27]=1[CH3:31])=[O:13], predict the reactants needed to synthesize it. The reactants are: [NH:1]1[C:5]2[CH:6]=[CH:7][CH:8]=[CH:9][C:4]=2[N:3]=[C:2]1[CH2:10][C:11]([OH:13])=O.C(N(CC)CC)C.[CH:21]([C:24]1[CH:25]=[CH:26][C:27]([CH3:31])=[C:28]([CH:30]=1)[NH2:29])([CH3:23])[CH3:22]. (7) Given the product [F:10][C:9]([F:11])([F:12])[C:7]1[CH:6]=[C:5]([C:13]2[N:14]=[C:15](/[CH:18]=[CH:19]/[C:20]([N:29]3[CH2:30][C:27]([F:31])([F:26])[CH2:28]3)=[O:22])[CH:34]=[CH:33][CH:32]=2)[CH:4]=[C:3]([C:2]([F:1])([F:23])[F:24])[CH:8]=1, predict the reactants needed to synthesize it. The reactants are: [F:1][C:2]([F:24])([F:23])[C:3]1[CH:4]=[C:5]([C:13]2[NH:14][C:15](/[CH:18]=[CH:19]\[C:20]([OH:22])=O)=NN=2)[CH:6]=[C:7]([C:9]([F:12])([F:11])[F:10])[CH:8]=1.Cl.[F:26][C:27]1([F:31])[CH2:30][NH:29][CH2:28]1.[CH3:32][CH2:33][CH2:34]P(=O)=O.CCN(C(C)C)C(C)C. (8) Given the product [NH2:20][C:21]1[CH:22]=[CH:23][C:24]([C:27]2[CH:28]=[C:29]([C:33]([NH:36][C:37]3[CH:38]=[C:39]([C:43]([O:45][CH3:46])=[O:44])[N:40]([CH3:42])[CH:41]=3)=[O:35])[N:30]([CH3:32])[CH:31]=2)=[CH:25][CH:26]=1, predict the reactants needed to synthesize it. The reactants are: CCN=C=NCCCN(C)C.Cl.C(OC([NH:20][C:21]1[CH:26]=[CH:25][C:24]([C:27]2[CH:28]=[C:29]([C:33]([OH:35])=O)[N:30]([CH3:32])[CH:31]=2)=[CH:23][CH:22]=1)=O)(C)(C)C.[NH2:36][C:37]1[CH:38]=[C:39]([C:43]([O:45][CH3:46])=[O:44])[N:40]([CH3:42])[CH:41]=1. (9) Given the product [C:15]([C:19]1[CH:20]=[CH:21][C:22]([OH:27])=[C:23]([C:24]2[NH:1][N:2]=[C:3]([C:5]3[C:10]([C:11]([F:12])([F:13])[F:14])=[CH:9][CH:8]=[CH:7][N:6]=3)[N:4]=2)[CH:26]=1)([CH3:18])([CH3:17])[CH3:16], predict the reactants needed to synthesize it. The reactants are: [NH2:1][NH:2][C:3]([C:5]1[C:10]([C:11]([F:14])([F:13])[F:12])=[CH:9][CH:8]=[CH:7][N:6]=1)=[NH:4].[C:15]([C:19]1[CH:20]=[CH:21][C:22]([OH:27])=[C:23]([CH:26]=1)[CH:24]=O)([CH3:18])([CH3:17])[CH3:16].